This data is from NCI-60 drug combinations with 297,098 pairs across 59 cell lines. The task is: Regression. Given two drug SMILES strings and cell line genomic features, predict the synergy score measuring deviation from expected non-interaction effect. (1) Cell line: SF-539. Drug 1: CN1C2=C(C=C(C=C2)N(CCCl)CCCl)N=C1CCCC(=O)O.Cl. Synergy scores: CSS=26.2, Synergy_ZIP=-3.97, Synergy_Bliss=1.05, Synergy_Loewe=-7.02, Synergy_HSA=-0.491. Drug 2: C(CCl)NC(=O)N(CCCl)N=O. (2) Drug 1: C1=CC(=CC=C1C#N)C(C2=CC=C(C=C2)C#N)N3C=NC=N3. Drug 2: CC1=C2C(C(=O)C3(C(CC4C(C3C(C(C2(C)C)(CC1OC(=O)C(C(C5=CC=CC=C5)NC(=O)OC(C)(C)C)O)O)OC(=O)C6=CC=CC=C6)(CO4)OC(=O)C)O)C)O. Cell line: SK-MEL-5. Synergy scores: CSS=-7.67, Synergy_ZIP=4.70, Synergy_Bliss=4.92, Synergy_Loewe=-11.5, Synergy_HSA=-10.4. (3) Drug 1: CC(CN1CC(=O)NC(=O)C1)N2CC(=O)NC(=O)C2. Drug 2: C1C(C(OC1N2C=NC3=C2NC=NCC3O)CO)O. Cell line: NCIH23. Synergy scores: CSS=15.8, Synergy_ZIP=-6.60, Synergy_Bliss=3.90, Synergy_Loewe=3.78, Synergy_HSA=4.09.